Dataset: Reaction yield outcomes from USPTO patents with 853,638 reactions. Task: Predict the reaction yield, written as a fraction of the theoretical maximum amount of product (1.0 means a 100% yield; for example, 0.34 means a 34% yield). The reactants are [C:1]([O:5][C:6]([N:8]1[CH2:13][CH2:12][CH2:11][C@H:10]([C:14](=[NH:17])[NH:15][OH:16])[CH2:9]1)=[O:7])([CH3:4])([CH3:3])[CH3:2].[NH:18]1[CH:22]=[CH:21][CH:20]=[C:19]1[C:23](O)=O.C1C=CC2N(O)N=NC=2C=1.CCN=C=NCCCN(C)C.Cl.C(N(CC)CC)C. The catalyst is O1CCOCC1. The product is [C:1]([O:5][C:6]([N:8]1[CH2:13][CH2:12][CH2:11][C@H:10]([C:14]2[N:17]=[C:23]([C:19]3[NH:18][CH:22]=[CH:21][CH:20]=3)[O:16][N:15]=2)[CH2:9]1)=[O:7])([CH3:4])([CH3:2])[CH3:3]. The yield is 0.350.